This data is from Reaction yield outcomes from USPTO patents with 853,638 reactions. The task is: Predict the reaction yield, written as a fraction of the theoretical maximum amount of product (1.0 means a 100% yield; for example, 0.34 means a 34% yield). (1) The reactants are Br[C:2]1[CH:3]=[C:4]([C:8]([O:10][CH2:11][CH3:12])=[O:9])[S:5][C:6]=1Br.C([Sn](CCCC)(CCCC)[CH2:18][O:19][CH2:20][Sn](CCCC)(CCCC)CCCC)CCC.CC(C1C=C(C(C)C)C(C2C=CC=CC=2P(C2CCCCC2)C2CCCCC2)=C(C(C)C)C=1)C. The catalyst is C1C=CC(/C=C/C(/C=C/C2C=CC=CC=2)=O)=CC=1.C1C=CC(/C=C/C(/C=C/C2C=CC=CC=2)=O)=CC=1.C1C=CC(/C=C/C(/C=C/C2C=CC=CC=2)=O)=CC=1.[Pd].[Pd].O1CCOCC1. The product is [S:5]1[C:6]2[CH2:18][O:19][CH2:20][C:2]=2[CH:3]=[C:4]1[C:8]([O:10][CH2:11][CH3:12])=[O:9]. The yield is 0.440. (2) The reactants are [CH3:1][N:2]1[CH:6]=[C:5]([C:7]2[C:12]3[C:13](=[O:16])[NH:14][CH2:15][C:11]=3[CH:10]=[C:9]([NH:17][C@@H:18]3[CH2:23][CH2:22][CH2:21][CH2:20][C@@H:19]3[NH:24][C:25](=[O:31])[O:26][C:27]([CH3:30])([CH3:29])[CH3:28])[N:8]=2)[CH:4]=[N:3]1.[Cl:32]N1C(=O)CCC1=O.O.C(Cl)(Cl)Cl. The catalyst is C(Cl)Cl. The product is [Cl:32][C:10]1[C:11]2[CH2:15][NH:14][C:13](=[O:16])[C:12]=2[C:7]([C:5]2[CH:4]=[N:3][N:2]([CH3:1])[CH:6]=2)=[N:8][C:9]=1[NH:17][C@@H:18]1[CH2:23][CH2:22][CH2:21][CH2:20][C@@H:19]1[NH:24][C:25](=[O:31])[O:26][C:27]([CH3:28])([CH3:30])[CH3:29]. The yield is 0.617. (3) The reactants are [C:1]([O:5][CH3:6])(=[O:4])[CH2:2][SH:3].[H-].[Na+].CS(O[C:14]1[CH:19]=[CH:18][CH:17]=[C:16]([C:20]2[S:21][C:22]3[CH:30]=[CH:29][CH:28]=[CH:27][C:23]=3[C:24](=[O:26])[N:25]=2)[N:15]=1)(=O)=O.[C:31](OCC)(=O)C. The catalyst is CN(C=O)C.O. The product is [O:26]=[C:24]1[C:23]2[CH:27]=[CH:28][CH:29]=[CH:30][C:22]=2[S:21][C:20]([C:16]2[N:15]=[C:14]([CH2:31][S:3][CH2:2][C:1]([O:5][CH3:6])=[O:4])[CH:19]=[CH:18][CH:17]=2)=[N:25]1. The yield is 0.510. (4) The reactants are C[O:2][C:3]([C:5]1[CH:14]=[CH:13][C:8]2[N:9]=[C:10]([CH3:12])[O:11][C:7]=2[CH:6]=1)=O.[H-].[Al+3].[Li+].[H-].[H-].[H-].O.[OH-].[Na+]. The catalyst is C1COCC1. The product is [CH3:12][C:10]1[O:11][C:7]2[CH:6]=[C:5]([CH2:3][OH:2])[CH:14]=[CH:13][C:8]=2[N:9]=1. The yield is 0.580. (5) The product is [Br:1][C:2]1[C:6]2=[N:7][CH:8]=[CH:9][CH:10]=[C:5]2[S:4][C:3]=1[C:34]1[N:29]2[N:30]=[C:31]([CH3:33])[CH:32]=[C:27]([CH:24]([CH2:22][CH3:23])[CH2:25][CH3:26])[C:28]2=[N:36][C:35]=1[CH3:37]. The catalyst is C1COCC1.[Cl-].[Cl-].[Zn+2].C1C=CC(P(C2C=CC=CC=2)[C-]2C=CC=C2)=CC=1.C1C=CC(P(C2C=CC=CC=2)[C-]2C=CC=C2)=CC=1.Cl[Pd]Cl.[Fe+2].C(Cl)Cl.O. The reactants are [Br:1][C:2]1[C:6]2=[N:7][CH:8]=[CH:9][CH:10]=[C:5]2[S:4][CH:3]=1.[Li]CCCC.CCCCCC.[CH2:22]([CH:24]([C:27]1[C:28]2[N:29]([C:34](I)=[C:35]([CH3:37])[N:36]=2)[N:30]=[C:31]([CH3:33])[CH:32]=1)[CH2:25][CH3:26])[CH3:23]. The yield is 0.220. (6) The product is [F:14][C:15]([F:17])([F:16])[C:7]1[C:5](=[O:6])[NH:4][C:2](=[O:3])[NH:1][CH:8]=1. The catalyst is [Fe].CS(C)=O. The yield is 0.320. The reactants are [NH:1]1[CH:8]=[CH:7][C:5](=[O:6])[NH:4][C:2]1=[O:3].S(=O)(=O)(O)O.[F:14][C:15](I)([F:17])[F:16].OO. (7) The reactants are [F:1][C:2]1[CH:7]=[CH:6][C:5]([S:8]([NH:11][CH2:12][CH2:13][CH2:14][NH:15]C(=O)OC(C)(C)C)(=[O:10])=[O:9])=[C:4]([C:23]([F:26])([F:25])[F:24])[CH:3]=1.Cl. The catalyst is CO.O1CCOCC1. The product is [NH2:15][CH2:14][CH2:13][CH2:12][NH:11][S:8]([C:5]1[CH:6]=[CH:7][C:2]([F:1])=[CH:3][C:4]=1[C:23]([F:26])([F:25])[F:24])(=[O:10])=[O:9]. The yield is 1.00.